From a dataset of Full USPTO retrosynthesis dataset with 1.9M reactions from patents (1976-2016). Predict the reactants needed to synthesize the given product. (1) The reactants are: [O:1]1[C:6]2[CH:7]=[C:8]([O:11][C:12]3[CH:21]=[CH:20][N:19]=[C:18]4[C:13]=3[C:14]3[CH:26]=[CH:25][CH:24]=[CH:23][C:15]=3[C:16](=[O:22])[NH:17]4)[CH:9]=[CH:10][C:5]=2[NH:4][CH2:3][CH2:2]1.[F:27][C:28]1[CH:33]=[CH:32][C:31]([N:34]2[CH:39]=[CH:38][CH:37]=[C:36]([C:40](O)=[O:41])[C:35]2=[O:43])=[CH:30][CH:29]=1. Given the product [F:27][C:28]1[CH:33]=[CH:32][C:31]([N:34]2[CH:39]=[CH:38][CH:37]=[C:36]([C:40]([N:4]3[C:5]4[CH:10]=[CH:9][C:8]([O:11][C:12]5[CH:21]=[CH:20][N:19]=[C:18]6[C:13]=5[C:14]5[CH:26]=[CH:25][CH:24]=[CH:23][C:15]=5[C:16](=[O:22])[NH:17]6)=[CH:7][C:6]=4[O:1][CH2:2][CH2:3]3)=[O:41])[C:35]2=[O:43])=[CH:30][CH:29]=1, predict the reactants needed to synthesize it. (2) Given the product [Cl:20][C:21]1[CH:22]=[C:23]([CH:26]=[CH:27][C:28]=1[O:29][CH:1]([CH3:6])[CH3:2])[C:24]#[N:25], predict the reactants needed to synthesize it. The reactants are: [C:1]1(P(C2C=CC=CC=2)C2C=CC=CC=2)[CH:6]=CC=C[CH:2]=1.[Cl:20][C:21]1[CH:22]=[C:23]([CH:26]=[CH:27][C:28]=1[OH:29])[C:24]#[N:25].N(C(OC(C)(C)C)=O)=NC(OC(C)(C)C)=O.C(O)(C)C. (3) Given the product [C:5]1([CH2:4][OH:3])[C:10]([CH2:1][OH:2])=[CH:9][CH:8]=[CH:7][CH:6]=1, predict the reactants needed to synthesize it. The reactants are: [C:1]1([C:10]2[C:5](=[CH:6][CH:7]=[CH:8][CH:9]=2)[CH2:4][O:3]1)=[O:2].[H][H]. (4) Given the product [Br:1][C:2]1[CH:3]=[CH:4][C:5]([S:8][CH2:9][CH2:10][N:11]([CH2:12][C:13]([O:15][C:16]([CH3:19])([CH3:18])[CH3:17])=[O:14])[C:20]([O:22][C:23]([CH3:26])([CH3:25])[CH3:24])=[O:21])=[CH:6][CH:7]=1, predict the reactants needed to synthesize it. The reactants are: [Br:1][C:2]1[CH:7]=[CH:6][C:5]([S:8][CH2:9][CH2:10][NH:11][CH2:12][C:13]([O:15][C:16]([CH3:19])([CH3:18])[CH3:17])=[O:14])=[CH:4][CH:3]=1.[C:20](O[C:20]([O:22][C:23]([CH3:26])([CH3:25])[CH3:24])=[O:21])([O:22][C:23]([CH3:26])([CH3:25])[CH3:24])=[O:21]. (5) Given the product [NH2:25][C@@H:9]1[CH2:8][CH2:7][N:6]([C:11]([O:13][C:14]([CH3:17])([CH3:16])[CH3:15])=[O:12])[CH2:5][C@H:4]1[F:3].[NH2:22][C@H:9]1[CH2:8][CH2:7][N:6]([C:11]([O:13][C:14]([CH3:16])([CH3:15])[CH3:17])=[O:12])[CH2:5][C@H:4]1[F:3], predict the reactants needed to synthesize it. The reactants are: N#N.[F:3][CH:4]1[C:9](=O)[CH2:8][CH2:7][N:6]([C:11]([O:13][C:14]([CH3:17])([CH3:16])[CH3:15])=[O:12])[CH2:5]1.C([O-])(=O)C.[NH4+:22].[BH3-]C#[N:25].[Na+]. (6) The reactants are: C([O:3][C:4](=[O:20])[C@@H:5]([O:18][CH3:19])[CH2:6][C:7]1[CH:12]=[CH:11][C:10]([O:13][CH2:14][CH2:15][CH2:16]Br)=[CH:9][CH:8]=1)C.[OH:21][C:22]1[CH:27]=[CH:26][C:25]([NH:28][C:29](=[O:34])[C:30]([CH3:33])([CH3:32])[CH3:31])=[CH:24][CH:23]=1.[OH-].[Na+]. Given the product [CH3:31][C:30]([CH3:33])([CH3:32])[C:29]([NH:28][C:25]1[CH:26]=[CH:27][C:22]([O:21][CH2:16][CH2:15][CH2:14][O:13][C:10]2[CH:9]=[CH:8][C:7]([CH2:6][C@H:5]([O:18][CH3:19])[C:4]([OH:3])=[O:20])=[CH:12][CH:11]=2)=[CH:23][CH:24]=1)=[O:34], predict the reactants needed to synthesize it.